This data is from Catalyst prediction with 721,799 reactions and 888 catalyst types from USPTO. The task is: Predict which catalyst facilitates the given reaction. (1) Reactant: [NH:1]([C:67]([O:69][C:70]([CH3:73])([CH3:72])[CH3:71])=[O:68])[C@H:2]([C:4]([NH:6][C@H:7]([C:25]([N:27]1[CH2:66][CH2:65][CH2:64][C@H:28]1[C:29]([NH:31][C@H:32]([C:34]([NH:36][C@H:37]([C:54]([O:56]CC1C=CC=CC=1)=[O:55])[CH2:38][CH2:39][CH2:40][CH2:41][NH:42][C:43]([O:45][CH2:46][C:47]1[CH:53]=[CH:52][CH:51]=[CH:50][C:48]=1[Cl:49])=[O:44])=[O:35])[CH3:33])=[O:30])=[O:26])[CH2:8][CH2:9][CH2:10][NH:11][C:12](=[NH:24])[NH:13][S:14]([C:17]1[CH:23]=[CH:22][C:20]([CH3:21])=[CH:19][CH:18]=1)(=[O:16])=[O:15])=[O:5])[CH3:3].[OH-].[Na+].C(Cl)(Cl)Cl.CO. Product: [NH:1]([C:67]([O:69][C:70]([CH3:72])([CH3:71])[CH3:73])=[O:68])[C@H:2]([C:4]([NH:6][C@H:7]([C:25]([N:27]1[CH2:66][CH2:65][CH2:64][C@H:28]1[C:29]([NH:31][C@H:32]([C:34]([NH:36][C@H:37]([C:54]([OH:56])=[O:55])[CH2:38][CH2:39][CH2:40][CH2:41][NH:42][C:43]([O:45][CH2:46][C:47]1[CH:53]=[CH:52][CH:51]=[CH:50][C:48]=1[Cl:49])=[O:44])=[O:35])[CH3:33])=[O:30])=[O:26])[CH2:8][CH2:9][CH2:10][NH:11][C:12](=[NH:24])[NH:13][S:14]([C:17]1[CH:23]=[CH:22][C:20]([CH3:21])=[CH:19][CH:18]=1)(=[O:16])=[O:15])=[O:5])[CH3:3]. The catalyst class is: 5. (2) Reactant: [F:1][C:2]1[CH:3]=[C:4]([CH2:8][CH:9]([OH:14])[CH2:10][CH:11]([CH3:13])[CH3:12])[CH:5]=[CH:6][CH:7]=1.C1C=C[NH+]=CC=1.[O-][Cr](Cl)(=O)=O. Product: [F:1][C:2]1[CH:3]=[C:4]([CH2:8][C:9](=[O:14])[CH2:10][CH:11]([CH3:12])[CH3:13])[CH:5]=[CH:6][CH:7]=1. The catalyst class is: 4. (3) Reactant: [CH3:1][O:2][C:3]1[CH:4]=[C:5]([CH:48]=[CH:49][C:50]=1[O:51][CH3:52])[CH2:6][O:7][CH2:8][C@@H:9]([O:22][CH2:23]/[CH:24]=[C:25](/[CH3:47])\[CH2:26][CH2:27]/[CH:28]=[CH:29]/[C:30]([CH3:46])([CH3:45])[CH2:31][CH2:32][C:33](=[CH2:44])[CH2:34]/[CH:35]=[C:36](\[CH3:43])/[CH2:37][CH2:38][CH:39]=[C:40]([CH3:42])[CH3:41])[CH2:10][O:11][Si](C(C)C)(C(C)C)C(C)C.[F-].C([N+](CCCC)(CCCC)CCCC)CCC. Product: [CH3:1][O:2][C:3]1[CH:4]=[C:5]([CH:48]=[CH:49][C:50]=1[O:51][CH3:52])[CH2:6][O:7][CH2:8][C@@H:9]([O:22][CH2:23]/[CH:24]=[C:25](/[CH3:47])\[CH2:26][CH2:27]/[CH:28]=[CH:29]/[C:30]([CH3:46])([CH3:45])[CH2:31][CH2:32][C:33](=[CH2:44])[CH2:34]/[CH:35]=[C:36](\[CH3:43])/[CH2:37][CH2:38][CH:39]=[C:40]([CH3:41])[CH3:42])[CH2:10][OH:11]. The catalyst class is: 334. (4) Reactant: Br[C:2]1[CH:7]=[C:6]([Br:8])[CH:5]=[CH:4][C:3]=1[NH:9][C:10]([C@@H:12]1[CH2:16][C@H:15]([CH3:17])[CH2:14][N:13]1[C:18]([O:20][C:21]([CH3:24])([CH3:23])[CH3:22])=[O:19])=[O:11].CNCCNC.C([O-])([O-])=O.[K+].[K+]. Product: [Br:8][C:6]1[CH:5]=[CH:4][C:3]2[N:9]=[C:10]([C@@H:12]3[CH2:16][C@H:15]([CH3:17])[CH2:14][N:13]3[C:18]([O:20][C:21]([CH3:24])([CH3:23])[CH3:22])=[O:19])[O:11][C:2]=2[CH:7]=1. The catalyst class is: 432.